Task: Regression. Given a peptide amino acid sequence and an MHC pseudo amino acid sequence, predict their binding affinity value. This is MHC class II binding data.. Dataset: Peptide-MHC class II binding affinity with 134,281 pairs from IEDB (1) The peptide sequence is LGIVPLLLLDMWEHA. The MHC is DRB1_1201 with pseudo-sequence DRB1_1201. The binding affinity (normalized) is 0.0937. (2) The peptide sequence is QDPKNVYQRGTHPFS. The binding affinity (normalized) is 0.619. The MHC is DRB1_0901 with pseudo-sequence DRB1_0901. (3) The peptide sequence is CNANPGLMKDVAKVF. The MHC is DRB1_1001 with pseudo-sequence DRB1_1001. The binding affinity (normalized) is 0.337. (4) The peptide sequence is SNKAFAEGLSGEPKG. The MHC is HLA-DQA10501-DQB10201 with pseudo-sequence HLA-DQA10501-DQB10201. The binding affinity (normalized) is 0.175. (5) The peptide sequence is TIDGRGAEVHIGNGG. The MHC is HLA-DPA10301-DPB10402 with pseudo-sequence HLA-DPA10301-DPB10402. The binding affinity (normalized) is 0. (6) The MHC is HLA-DQA10401-DQB10402 with pseudo-sequence HLA-DQA10401-DQB10402. The binding affinity (normalized) is 0.236. The peptide sequence is PSVIPAARLFKAFIL.